Predict the reaction yield, written as a fraction of the theoretical maximum amount of product (1.0 means a 100% yield; for example, 0.34 means a 34% yield). From a dataset of Reaction yield outcomes from USPTO patents with 853,638 reactions. (1) The reactants are [CH2:1]([O:21][CH:22]([CH2:41][CH3:42])[C:23]([O:25][CH2:26][CH2:27][NH:28][C:29](=[O:40])[C:30]1[CH:35]=[CH:34][CH:33]=[CH:32][C:31]=1[O:36]C(=O)C)=[O:24])[CH2:2][CH2:3][CH2:4]/[CH:5]=[CH:6]\[CH2:7]/[CH:8]=[CH:9]\[CH2:10]/[CH:11]=[CH:12]\[CH2:13]/[CH:14]=[CH:15]\[CH2:16]/[CH:17]=[CH:18]\[CH2:19][CH3:20]. The catalyst is N.CC(O)C.O. The product is [CH2:1]([O:21][CH:22]([CH2:41][CH3:42])[C:23]([O:25][CH2:26][CH2:27][NH:28][C:29](=[O:40])[C:30]1[CH:35]=[CH:34][CH:33]=[CH:32][C:31]=1[OH:36])=[O:24])[CH2:2][CH2:3][CH2:4]/[CH:5]=[CH:6]\[CH2:7]/[CH:8]=[CH:9]\[CH2:10]/[CH:11]=[CH:12]\[CH2:13]/[CH:14]=[CH:15]\[CH2:16]/[CH:17]=[CH:18]\[CH2:19][CH3:20]. The yield is 0.360. (2) The reactants are [CH3:1][N:2]1[C:6]([CH3:7])=[C:5]([C:8]([OH:10])=O)[C:4]([CH3:11])=[N:3]1.S(Cl)(Cl)=O.[NH2:16][C:17]1[CH:18]=[C:19]([CH:32]=[CH:33][CH:34]=1)[C:20]([C:22]1[CH:30]=[C:29]2[C:25]([CH2:26][C:27](=[O:31])[NH:28]2)=[CH:24][CH:23]=1)=[O:21]. The catalyst is C1COCC1. The product is [O:31]=[C:27]1[CH2:26][C:25]2[C:29](=[CH:30][C:22]([C:20]([C:19]3[CH:18]=[C:17]([NH:16][C:8]([C:5]4[C:4]([CH3:11])=[N:3][N:2]([CH3:1])[C:6]=4[CH3:7])=[O:10])[CH:34]=[CH:33][CH:32]=3)=[O:21])=[CH:23][CH:24]=2)[NH:28]1. The yield is 0.560. (3) The reactants are [Na].[NH2:2][C:3]([NH2:5])=[S:4].[C:6]([CH:8]([CH2:14][CH:15]([O:19][CH2:20][CH3:21])[O:16][CH2:17][CH3:18])[C:9](OCC)=[O:10])#[N:7].C(O)(=O)C. The catalyst is C(O)C. The product is [NH2:7][C:6]1[N:5]=[C:3]([SH:4])[N:2]=[C:9]([OH:10])[C:8]=1[CH2:14][CH:15]([O:16][CH2:17][CH3:18])[O:19][CH2:20][CH3:21]. The yield is 0.930. (4) The reactants are [Cl:1][C:2]1[CH:3]=[C:4]([NH:9][C:10]2[C:19]3[C:14](=[CH:15][CH:16]=[CH:17][C:18]=3[O:20][C@H:21]([CH3:30])[CH2:22][NH:23][C:24](=[O:29])[CH2:25][N:26]([CH3:28])[CH3:27])[N:13]=[CH:12][N:11]=2)[CH:5]=[CH:6][C:7]=1[OH:8].Cl.[N:32]1[CH:37]=[CH:36][CH:35]=[CH:34][C:33]=1[CH2:38]Cl. No catalyst specified. The product is [Cl:1][C:2]1[CH:3]=[C:4]([NH:9][C:10]2[C:19]3[C:14](=[CH:15][CH:16]=[CH:17][C:18]=3[O:20][C@H:21]([CH3:30])[CH2:22][NH:23][C:24](=[O:29])[CH2:25][N:26]([CH3:27])[CH3:28])[N:13]=[CH:12][N:11]=2)[CH:5]=[CH:6][C:7]=1[O:8][CH2:38][C:33]1[CH:34]=[CH:35][CH:36]=[CH:37][N:32]=1. The yield is 0.590. (5) The reactants are I.[N+:2]([C:5]1[CH:9]=[CH:8][S:7][C:6]=1[S:10]([NH2:13])(=[O:12])=[O:11])([O-])=O. The catalyst is C(OCC)(=O)C. The product is [NH2:2][C:5]1[CH:9]=[CH:8][S:7][C:6]=1[S:10]([NH2:13])(=[O:12])=[O:11]. The yield is 0.650. (6) The reactants are [Cl:1][C:2]1[CH:3]=[C:4]([CH:24]=[CH:25][C:26]=1[S:27][C:28]1[NH:29][CH:30]=[CH:31][N:32]=1)[NH:5][C:6]1[C:15]2[C:10](=[CH:11][CH:12]=[CH:13][C:14]=2[O:16][CH:17]2[CH2:22][CH2:21][N:20]([CH3:23])[CH2:19][CH2:18]2)[N:9]=[CH:8][N:7]=1.Cl[CH2:34][C:35]([N:37]([CH2:40][CH3:41])[CH2:38][CH3:39])=[O:36]. No catalyst specified. The product is [Cl:1][C:2]1[CH:3]=[C:4]([CH:24]=[CH:25][C:26]=1[S:27][C:28]1[N:32]([CH2:34][C:35](=[O:36])[N:37]([CH2:40][CH3:41])[CH2:38][CH3:39])[CH:31]=[CH:30][N:29]=1)[NH:5][C:6]1[C:15]2[C:10](=[CH:11][CH:12]=[CH:13][C:14]=2[O:16][CH:17]2[CH2:22][CH2:21][N:20]([CH3:23])[CH2:19][CH2:18]2)[N:9]=[CH:8][N:7]=1. The yield is 0.280.